From a dataset of Full USPTO retrosynthesis dataset with 1.9M reactions from patents (1976-2016). Predict the reactants needed to synthesize the given product. Given the product [CH:13]1([O:12][C:4]2[N:3]=[C:2]([NH:18][C:19]3[CH:20]=[CH:21][C:22]([CH2:25][C:26]([NH2:28])=[O:27])=[CH:23][CH:24]=3)[CH:7]=[C:6]([C:8]([F:11])([F:10])[F:9])[N:5]=2)[CH2:17][CH2:16][CH2:15][CH2:14]1, predict the reactants needed to synthesize it. The reactants are: Cl[C:2]1[CH:7]=[C:6]([C:8]([F:11])([F:10])[F:9])[N:5]=[C:4]([O:12][CH:13]2[CH2:17][CH2:16][CH2:15][CH2:14]2)[N:3]=1.[NH2:18][C:19]1[CH:24]=[CH:23][C:22]([CH2:25][C:26]([NH2:28])=[O:27])=[CH:21][CH:20]=1.